From a dataset of Reaction yield outcomes from USPTO patents with 853,638 reactions. Predict the reaction yield, written as a fraction of the theoretical maximum amount of product (1.0 means a 100% yield; for example, 0.34 means a 34% yield). (1) The reactants are [Br:1][C:2]1[CH:7]=[C:6]([C:8]([CH3:11])([CH3:10])[CH3:9])[CH:5]=[CH:4][C:3]=1[O:12][CH3:13].[N+:14]([O-:17])([OH:16])=[O:15]. The catalyst is C(OC(=O)C)(=O)C.CCOC(C)=O.C([O-])(O)=O.[Na+]. The product is [N+:14]([O-:17])([OH:16])=[O:15].[Br:1][C:2]1[CH:7]=[C:6]([C:8]([CH3:10])([CH3:9])[CH3:11])[CH:5]=[C:4]([N+:14]([O-:16])=[O:15])[C:3]=1[O:12][CH3:13]. The yield is 0.700. (2) The reactants are [C:1](#[N:3])[CH3:2].C([Li])CCC.[N:9]1([C:18]([O:20][C:21]([CH3:24])([CH3:23])[CH3:22])=[O:19])[CH2:13][CH2:12][CH2:11][C@H:10]1[C:14](OC)=[O:15].Cl. The catalyst is C1COCC1.O. The product is [C:1]([CH2:2][C:14]([C@@H:10]1[CH2:11][CH2:12][CH2:13][N:9]1[C:18]([O:20][C:21]([CH3:24])([CH3:23])[CH3:22])=[O:19])=[O:15])#[N:3]. The yield is 0.970. (3) The reactants are [CH3:1][O:2][C:3]1[CH:26]=[CH:25][C:6]([CH2:7][N:8]2[C@H:14]([CH3:15])[C:13]3[CH:16]=[C:17]([C:20](OCC)=[O:21])[CH:18]=[CH:19][C:12]=3[O:11][CH2:10][CH2:9]2)=[CH:5][CH:4]=1.[NH2:27][OH:28].[OH-].[Na+]. The catalyst is C1COCC1.CO. The product is [OH:28][NH:27][C:20]([C:17]1[CH:18]=[CH:19][C:12]2[O:11][CH2:10][CH2:9][N:8]([CH2:7][C:6]3[CH:25]=[CH:26][C:3]([O:2][CH3:1])=[CH:4][CH:5]=3)[C@H:14]([CH3:15])[C:13]=2[CH:16]=1)=[O:21]. The yield is 0.110. (4) The reactants are Cl[C:2]1[CH:3]=[C:4]([C:9]2[N:13]3[C:14]4[N:22]=[C:21]([O:23][CH3:24])[CH:20]=[CH:19][C:15]=4[N:16]=[C:17]([CH3:18])[C:12]3=[C:11]([CH3:25])[N:10]=2)[CH:5]=[C:6](Cl)[CH:7]=1.[CH3:26][O:27][NH:28][C:29](C1C=C(B(O)O)C=CC=1)=[O:30].C([O-])([O-])=O.[K+].[K+]. The catalyst is C1C=CC([P]([Pd]([P](C2C=CC=CC=2)(C2C=CC=CC=2)C2C=CC=CC=2)([P](C2C=CC=CC=2)(C2C=CC=CC=2)C2C=CC=CC=2)[P](C2C=CC=CC=2)(C2C=CC=CC=2)C2C=CC=CC=2)(C2C=CC=CC=2)C2C=CC=CC=2)=CC=1. The product is [CH3:26][O:27][NH:28][C:29](=[O:30])[C:6]1[CH:7]=[CH:2][CH:3]=[C:4]([C:9]2[N:13]3[C:14]4[N:22]=[C:21]([O:23][CH3:24])[CH:20]=[CH:19][C:15]=4[N:16]=[C:17]([CH3:18])[C:12]3=[C:11]([CH3:25])[N:10]=2)[CH:5]=1. The yield is 0.660. (5) The reactants are [Br:1][C:2]1[C:7]([F:8])=[CH:6][C:5]([NH:9][N:10]=[C:11]([C:16](=[O:20])[CH2:17][O:18][CH3:19])[C:12]([O:14][CH3:15])=[O:13])=[C:4]([F:21])[CH:3]=1.[CH3:22]COC(C)=O.CO. The catalyst is COC(OC)N(C)C. The product is [Br:1][C:2]1[C:7]([F:8])=[CH:6][C:5]([N:9]2[CH:22]=[C:17]([O:18][CH3:19])[C:16](=[O:20])[C:11]([C:12]([O:14][CH3:15])=[O:13])=[N:10]2)=[C:4]([F:21])[CH:3]=1. The yield is 0.830. (6) The reactants are [C:1](O)(=[O:3])[CH3:2].[NH2:5][C:6]1[CH:7]=[C:8]([C:12]2[N:17]=[C:16]([O:18][CH3:19])[N:15]=[C:14]([NH:20][CH2:21][CH2:22][C:23]3[CH:28]=[CH:27][C:26]([O:29][CH3:30])=[CH:25][CH:24]=3)[CH:13]=2)[CH:9]=[CH:10][CH:11]=1.C(Cl)(=O)C. The catalyst is N1C=CC=CC=1. The product is [CH3:19][O:18][C:16]1[N:17]=[C:12]([C:8]2[CH:7]=[C:6]([NH:5][C:1](=[O:3])[CH3:2])[CH:11]=[CH:10][CH:9]=2)[CH:13]=[C:14]([NH:20][CH2:21][CH2:22][C:23]2[CH:24]=[CH:25][C:26]([O:29][CH3:30])=[CH:27][CH:28]=2)[N:15]=1. The yield is 0.340.